From a dataset of Catalyst prediction with 721,799 reactions and 888 catalyst types from USPTO. Predict which catalyst facilitates the given reaction. (1) Reactant: [Cl:1][C:2]1[CH:3]=[CH:4][C:5]([N+:9]([O-:11])=[O:10])=[C:6]([CH:8]=1)[NH2:7].[N:12]([O-])=O.[Na+].Cl[Sn]Cl. Product: [Cl:1][C:2]1[CH:3]=[CH:4][C:5]([N+:9]([O-:11])=[O:10])=[C:6]([NH:7][NH2:12])[CH:8]=1. The catalyst class is: 223. (2) Reactant: [CH2:1]([O:8][C:9]1[C:18]2[C:13](=[CH:14][CH:15]=[C:16](Br)[CH:17]=2)[N:12]=[C:11]([CH2:20][O:21][C:22]2[CH:27]=[CH:26][CH:25]=[C:24]([O:28][CH2:29][CH:30]3[CH2:35][CH2:34][O:33][CH2:32][CH2:31]3)[CH:23]=2)[C:10]=1[CH3:36])[C:2]1[CH:7]=[CH:6][CH:5]=[CH:4][CH:3]=1.[NH:37]1[CH2:42][CH2:41][CH2:40][CH2:39][C:38]1=[O:43].C(=O)([O-])[O-].[Cs+].[Cs+].CC1(C)C2C=CC=C(P(C3C=CC=CC=3)C3C=CC=CC=3)C=2OC2C1=CC=CC=2P(C1C=CC=CC=1)C1C=CC=CC=1. Product: [CH2:1]([O:8][C:9]1[C:18]2[C:13](=[CH:14][CH:15]=[C:16]([N:37]3[CH2:42][CH2:41][CH2:40][CH2:39][C:38]3=[O:43])[CH:17]=2)[N:12]=[C:11]([CH2:20][O:21][C:22]2[CH:27]=[CH:26][CH:25]=[C:24]([O:28][CH2:29][CH:30]3[CH2:35][CH2:34][O:33][CH2:32][CH2:31]3)[CH:23]=2)[C:10]=1[CH3:36])[C:2]1[CH:7]=[CH:6][CH:5]=[CH:4][CH:3]=1. The catalyst class is: 62. (3) Reactant: [CH2:1]([NH2:4])[C:2]#[CH:3].[F:5][C:6]([F:17])([F:16])[C:7]1[CH:8]=[C:9]([CH:13]=[CH:14][CH:15]=1)[C:10](Cl)=[O:11]. Product: [CH2:1]([NH:4][C:10](=[O:11])[C:9]1[CH:13]=[CH:14][CH:15]=[C:7]([C:6]([F:5])([F:16])[F:17])[CH:8]=1)[C:2]#[CH:3]. The catalyst class is: 2. (4) Reactant: O=[C:2]1[C:11]2[C:6](=[C:7]([C:12]#[N:13])[CH:8]=[CH:9][CH:10]=2)[O:5][CH2:4][CH2:3]1.OC1C=CC=CC=1C#[N:18].C([O-])(=O)C.[NH4+]. Product: [NH2:18][CH:2]1[C:11]2[C:6](=[C:7]([C:12]#[N:13])[CH:8]=[CH:9][CH:10]=2)[O:5][CH2:4][CH2:3]1. The catalyst class is: 5. (5) Reactant: Br[C:2]1[CH:9]=[CH:8][C:5]([CH:6]=[CH2:7])=[CH:4][CH:3]=1.[Mg].[N:11]1[C:18]([Cl:19])=[N:17][C:15](Cl)=[N:14][C:12]=1[Cl:13]. Product: [Cl:13][C:12]1[N:11]=[C:18]([Cl:19])[N:17]=[C:15]([C:2]2[CH:9]=[CH:8][C:5]([CH:6]=[CH2:7])=[CH:4][CH:3]=2)[N:14]=1. The catalyst class is: 1.